Dataset: Reaction yield outcomes from USPTO patents with 853,638 reactions. Task: Predict the reaction yield, written as a fraction of the theoretical maximum amount of product (1.0 means a 100% yield; for example, 0.34 means a 34% yield). (1) The reactants are [NH:1]1[CH2:6][CH2:5][CH:4]([CH2:7][CH2:8][OH:9])[CH2:3][CH2:2]1.[C:10]([Si:14](Cl)([CH3:16])[CH3:15])([CH3:13])([CH3:12])[CH3:11].N1C=CN=C1.C([O-])([O-])=O.[K+].[K+]. The catalyst is ClCCl. The product is [Si:14]([O:9][CH2:8][CH2:7][CH:4]1[CH2:5][CH2:6][NH:1][CH2:2][CH2:3]1)([C:10]([CH3:13])([CH3:12])[CH3:11])([CH3:16])[CH3:15]. The yield is 0.860. (2) The yield is 0.920. The reactants are C([O:3][CH2:4][CH2:5][O:6][NH:7][C:8]([C:10]1[CH:11]=[CH:12][C:13]2[N:14]([CH:25]=[N:26][CH:27]=2)[C:15]=1[NH:16][C:17]1[CH:22]=[CH:21][C:20]([I:23])=[CH:19][C:18]=1[F:24])=[O:9])=C.Cl. The product is [OH:3][CH2:4][CH2:5][O:6][NH:7][C:8]([C:10]1[CH:11]=[CH:12][C:13]2[N:14]([CH:25]=[N:26][CH:27]=2)[C:15]=1[NH:16][C:17]1[CH:22]=[CH:21][C:20]([I:23])=[CH:19][C:18]=1[F:24])=[O:9]. The catalyst is CO. (3) The reactants are [Cl:1][C:2]1[C:7]([I:8])=[CH:6][C:5]([N+:9]([O-])=O)=[CH:4][N:3]=1. The catalyst is [Fe]. The product is [NH2:9][C:5]1[CH:6]=[C:7]([I:8])[C:2]([Cl:1])=[N:3][CH:4]=1. The yield is 0.770. (4) The reactants are [OH:1][C:2]1[CH:10]=[C:9]2[C:5]([C:6]([C:13]#[N:14])=[CH:7][N:8]2[CH2:11][CH3:12])=[CH:4][CH:3]=1.C([O-])([O-])=O.[K+].[K+].I[CH2:22][CH3:23]. The catalyst is C(C(C)=O)C.O. The product is [CH2:22]([O:1][C:2]1[CH:10]=[C:9]2[C:5]([C:6]([C:13]#[N:14])=[CH:7][N:8]2[CH2:11][CH3:12])=[CH:4][CH:3]=1)[CH3:23]. The yield is 1.00. (5) The reactants are [CH:1]([N:4]1[CH:9]=[CH:8][C:7]([C:10]([OH:12])=O)=[CH:6][C:5]1=[O:13])([CH3:3])[CH3:2].Cl.CN(C)CCCN=C=NCC.ON1C2C=CC=CC=2N=N1.[NH2:36][CH2:37][C:38]1[C:39]([OH:46])=[N:40][C:41]([CH3:45])=[CH:42][C:43]=1[CH3:44]. The catalyst is ClCCl.C(N(CC)CC)C. The product is [OH:46][C:39]1[C:38]([CH2:37][NH:36][C:10]([C:7]2[CH:8]=[CH:9][N:4]([CH:1]([CH3:2])[CH3:3])[C:5](=[O:13])[CH:6]=2)=[O:12])=[C:43]([CH3:44])[CH:42]=[C:41]([CH3:45])[N:40]=1. The yield is 0.350.